From a dataset of Full USPTO retrosynthesis dataset with 1.9M reactions from patents (1976-2016). Predict the reactants needed to synthesize the given product. (1) Given the product [OH:1][CH:2]1[CH2:7][CH2:6][N:5]([C:8]([N:10]2[CH2:15][CH:14]([C:16]3[CH:21]=[CH:20][C:19]([O:22][C:23]([F:24])([F:26])[F:25])=[CH:18][CH:17]=3)[CH2:13][CH:12]([C:27]3[O:28][N:34]=[C:32]([CH3:33])[N:31]=3)[CH2:11]2)=[O:9])[CH2:4][CH2:3]1, predict the reactants needed to synthesize it. The reactants are: [OH:1][CH:2]1[CH2:7][CH2:6][N:5]([C:8]([N:10]2[CH2:15][CH:14]([C:16]3[CH:21]=[CH:20][C:19]([O:22][C:23]([F:26])([F:25])[F:24])=[CH:18][CH:17]=3)[CH2:13][CH:12]([C:27](O)=[O:28])[CH2:11]2)=[O:9])[CH2:4][CH2:3]1.O[NH:31][C:32](=[NH:34])[CH3:33]. (2) Given the product [F:26][C:25]1[C:20]([N:16]2[C:15]([CH2:5][C:6]3[C:11]([CH2:12][CH2:13][CH3:14])=[CH:10][N:9]=[CH:8][N:7]=3)=[CH:19][CH:18]=[N:17]2)=[N:21][CH:22]=[CH:23][CH:24]=1, predict the reactants needed to synthesize it. The reactants are: C(OC(=O)[CH:5]([C:15]1[N:16]([C:20]2[C:25]([F:26])=[CH:24][CH:23]=[CH:22][N:21]=2)[N:17]=[CH:18][CH:19]=1)[C:6]1[C:11]([CH2:12][CH2:13][CH3:14])=[CH:10][N:9]=[CH:8][N:7]=1)C.C([O-])(O)=O.[Na+]. (3) Given the product [F:1][C:2]([F:23])([F:22])[C@:3]([OH:21])([CH3:20])[CH2:4][NH:5][C:6]([C:8]1[C:13]([NH2:14])=[CH:12][C:11]([C:15]([F:18])([F:17])[F:16])=[C:10]([C:28]2[CH:29]=[CH:30][C:25]([F:24])=[CH:26][CH:27]=2)[N:9]=1)=[O:7], predict the reactants needed to synthesize it. The reactants are: [F:1][C:2]([F:23])([F:22])[C@:3]([OH:21])([CH3:20])[CH2:4][NH:5][C:6]([C:8]1[C:13]([NH2:14])=[CH:12][C:11]([C:15]([F:18])([F:17])[F:16])=[C:10](Br)[N:9]=1)=[O:7].[F:24][C:25]1[CH:30]=[CH:29][C:28](B(O)O)=[CH:27][CH:26]=1.CC#N.O.CCOC(C)=O. (4) Given the product [OH:19][C:16]([CH3:18])([CH3:17])[CH2:15][O:14][C:11]1[CH:12]=[CH:13][C:8]([N:5]2[CH:6]=[CH:7][C:2]([C:29]3[CH:28]=[CH:27][C:26]([O:25][C:24]([F:23])([F:35])[F:36])=[CH:31][CH:30]=3)=[CH:3][C:4]2=[O:22])=[CH:9][C:10]=1[O:20][CH3:21], predict the reactants needed to synthesize it. The reactants are: Cl[C:2]1[CH:7]=[CH:6][N:5]([C:8]2[CH:13]=[CH:12][C:11]([O:14][CH2:15][C:16]([OH:19])([CH3:18])[CH3:17])=[C:10]([O:20][CH3:21])[CH:9]=2)[C:4](=[O:22])[CH:3]=1.[F:23][C:24]([F:36])([F:35])[O:25][C:26]1[CH:31]=[CH:30][C:29](B(O)O)=[CH:28][CH:27]=1.P([O-])([O-])([O-])=O.[K+].[K+].[K+].